This data is from Forward reaction prediction with 1.9M reactions from USPTO patents (1976-2016). The task is: Predict the product of the given reaction. (1) Given the reactants [F:1][C:2]1[CH:11]=[CH:10][C:9]([C:12]2[CH:16]=[CH:15][NH:14][N:13]=2)=[CH:8][C:3]=1[C:4]([O:6]C)=[O:5], predict the reaction product. The product is: [F:1][C:2]1[CH:11]=[CH:10][C:9]([C:12]2[CH:16]=[CH:15][NH:14][N:13]=2)=[CH:8][C:3]=1[C:4]([OH:6])=[O:5]. (2) Given the reactants [F:1][C:2]([F:21])([F:20])[C:3]1[N:4]=[C:5]([NH:8][C:9]2[CH:14]=[CH:13][C:12]([C@H:15]([CH3:19])[C:16]([OH:18])=O)=[CH:11][CH:10]=2)[O:6][CH:7]=1.Cl.C[O:24][C:25](=[O:29])[C@H:26]([CH3:28])[NH2:27], predict the reaction product. The product is: [F:20][C:2]([F:1])([F:21])[C:3]1[N:4]=[C:5]([NH:8][C:9]2[CH:10]=[CH:11][C:12]([C@H:15]([CH3:19])[C:16]([NH:27][C@@H:26]([CH3:28])[C:25]([OH:29])=[O:24])=[O:18])=[CH:13][CH:14]=2)[O:6][CH:7]=1. (3) Given the reactants [B:10]1([B:10]2[O:14][C:13]([CH3:16])([CH3:15])[C:12]([CH3:18])([CH3:17])[O:11]2)[O:14][C:13]([CH3:16])([CH3:15])[C:12]([CH3:18])([CH3:17])[O:11]1.[F-].[Cs+].Cl[C:22]1[CH:30]=[C:29]2[C:25]([C:26]([NH:39][C:40](=[O:44])[CH2:41][CH2:42][CH3:43])=[N:27][N:28]2[CH2:31][O:32][CH2:33][CH2:34][Si:35]([CH3:38])([CH3:37])[CH3:36])=[CH:24][CH:23]=1.C(OCC)(=O)C, predict the reaction product. The product is: [CH3:16][C:13]1([CH3:15])[C:12]([CH3:17])([CH3:18])[O:11][B:10]([C:22]2[CH:30]=[C:29]3[C:25]([C:26]([NH:39][C:40](=[O:44])[CH2:41][CH2:42][CH3:43])=[N:27][N:28]3[CH2:31][O:32][CH2:33][CH2:34][Si:35]([CH3:38])([CH3:36])[CH3:37])=[CH:24][CH:23]=2)[O:14]1. (4) Given the reactants Cl[C:2]1[CH:3]=[C:4]([CH:21]=[C:22]([N:24]([CH2:27][CH:28]2[CH2:30][CH2:29]2)[CH2:25][CH3:26])[CH:23]=1)[CH2:5][O:6][C:7]1[CH:12]=[CH:11][CH:10]=[CH:9][C:8]=1[CH2:13][C:14]([O:16][C:17]([CH3:20])([CH3:19])[CH3:18])=[O:15].[C:31]([O:35][C:36]([NH:38][C@@H:39]([C:41]1[C:42]([F:70])=[C:43](C2C=C(O)C=C(COC3C=CC=CC=3CC(OC(C)(C)C)=O)C=2)[CH:44]=[CH:45][CH:46]=1)[CH3:40])=[O:37])([CH3:34])([CH3:33])[CH3:32], predict the reaction product. The product is: [C:31]([O:35][C:36]([NH:38][C@@H:39]([C:41]1[C:42]([F:70])=[C:43]([C:2]2[CH:23]=[C:22]([N:24]([CH2:27][CH:28]3[CH2:30][CH2:29]3)[CH2:25][CH3:26])[CH:21]=[C:4]([CH2:5][O:6][C:7]3[CH:12]=[CH:11][CH:10]=[CH:9][C:8]=3[CH2:13][C:14]([O:16][C:17]([CH3:20])([CH3:18])[CH3:19])=[O:15])[CH:3]=2)[CH:44]=[CH:45][CH:46]=1)[CH3:40])=[O:37])([CH3:32])([CH3:33])[CH3:34]. (5) Given the reactants [CH:1]1([CH2:4][O:5][C:6]2[CH:11]=[CH:10][C:9]([CH3:12])=[CH:8][C:7]=2[C:13]2[C:14]3[N:21]([CH2:22][O:23][CH2:24][CH2:25][Si:26]([CH3:29])([CH3:28])[CH3:27])[C:20]([CH3:30])=[C:19]([C:31]([OH:33])=O)[C:15]=3[N:16]=[CH:17][N:18]=2)[CH2:3][CH2:2]1.[NH2:34][C@@H:35]1[CH2:40][CH2:39][C@H:38]([NH:41][C:42](=[O:48])[O:43][C:44]([CH3:47])([CH3:46])[CH3:45])[CH2:37][CH2:36]1, predict the reaction product. The product is: [C:44]([O:43][C:42](=[O:48])[NH:41][C@H:38]1[CH2:37][CH2:36][C@@H:35]([NH:34][C:31]([C:19]2[C:15]3[N:16]=[CH:17][N:18]=[C:13]([C:7]4[CH:8]=[C:9]([CH3:12])[CH:10]=[CH:11][C:6]=4[O:5][CH2:4][CH:1]4[CH2:2][CH2:3]4)[C:14]=3[N:21]([CH2:22][O:23][CH2:24][CH2:25][Si:26]([CH3:27])([CH3:29])[CH3:28])[C:20]=2[CH3:30])=[O:33])[CH2:40][CH2:39]1)([CH3:47])([CH3:45])[CH3:46].